From a dataset of Full USPTO retrosynthesis dataset with 1.9M reactions from patents (1976-2016). Predict the reactants needed to synthesize the given product. (1) Given the product [CH3:30][O:1][C:2]1[CH:7]=[C:6]([CH3:8])[O:5][C:4](=[O:9])[C:3]=1[C:10](=[O:23])[CH:11]=[CH:12][C:13]1[CH:18]=[CH:17][CH:16]=[C:15]([CH:19]=[CH:20][C:21]#[N:22])[CH:14]=1, predict the reactants needed to synthesize it. The reactants are: [OH:1][C:2]1[CH:7]=[C:6]([CH3:8])[O:5][C:4](=[O:9])[C:3]=1[C:10](=[O:23])[CH:11]=[CH:12][C:13]1[CH:18]=[CH:17][CH:16]=[C:15]([CH:19]=[CH:20][C:21]#[N:22])[CH:14]=1.[H-].[Na+].S(OC)(O[CH3:30])(=O)=O. (2) Given the product [CH3:1][N:2]1[C:8](=[O:9])[N:7]([CH3:10])[C:5](=[O:6])[C:4]2[N:11]([CH2:14][CH2:15][N:16]3[CH2:21][CH2:20][N:19]([C:22]4[C:27]([Cl:28])=[CH:26][CH:25]=[CH:24][CH:23]=4)[CH2:18][CH2:17]3)[CH:12]=[N:13][C:3]1=2.[CH3:29][C:30]1[N:38]([C:39]([C:41]2[CH:42]=[CH:43][C:44]([Cl:47])=[CH:45][CH:46]=2)=[O:40])[C:37]2[CH:36]=[CH:35][C:34]([O:48][CH3:49])=[CH:33][C:32]=2[C:31]=1[CH2:50][C:51]([OH:53])=[O:52], predict the reactants needed to synthesize it. The reactants are: [CH3:1][N:2]1[C:8](=[O:9])[N:7]([CH3:10])[C:5](=[O:6])[C:4]2[N:11]([CH2:14][CH2:15][N:16]3[CH2:21][CH2:20][N:19]([C:22]4[C:27]([Cl:28])=[CH:26][CH:25]=[CH:24][CH:23]=4)[CH2:18][CH2:17]3)[CH:12]=[N:13][C:3]1=2.[CH3:29][C:30]1[N:38]([C:39]([C:41]2[CH:42]=[CH:43][C:44]([Cl:47])=[CH:45][CH:46]=2)=[O:40])[C:37]2[CH:36]=[CH:35][C:34]([O:48][CH3:49])=[CH:33][C:32]=2[C:31]=1[CH2:50][C:51]([OH:53])=[O:52]. (3) The reactants are: [NH2:1][C:2]1[CH:3]=[C:4]2[C:9](=[C:10]([Cl:12])[CH:11]=1)[N:8]=[CH:7][C:6]([C:13]#[N:14])=[C:5]2[NH:15][C:16]1[CH:21]=[CH:20][C:19]([F:22])=[C:18]([Cl:23])[CH:17]=1.[CH2:24]([C:26]1[N:27]([C:34]([O:36][C:37]([CH3:40])([CH3:39])[CH3:38])=[O:35])[C:28]([CH3:33])=[C:29]([CH:31]=O)[N:30]=1)[CH3:25].[BH3-]C#N.[Na+]. Given the product [Cl:12][C:10]1[CH:11]=[C:2]([NH:1][CH2:31][C:29]2[N:30]=[C:26]([CH2:24][CH3:25])[N:27]([C:34]([O:36][C:37]([CH3:39])([CH3:38])[CH3:40])=[O:35])[C:28]=2[CH3:33])[CH:3]=[C:4]2[C:9]=1[N:8]=[CH:7][C:6]([C:13]#[N:14])=[C:5]2[NH:15][C:16]1[CH:21]=[CH:20][C:19]([F:22])=[C:18]([Cl:23])[CH:17]=1, predict the reactants needed to synthesize it. (4) Given the product [CH3:1][O:2][C:3]([C:5]1[C:10]([Br:22])=[C:9]([NH2:11])[N:8]=[C:7]([C:12]2[CH:17]=[CH:16][C:15]([Cl:18])=[C:14]([O:19][CH3:20])[C:13]=2[F:21])[N:6]=1)=[O:4], predict the reactants needed to synthesize it. The reactants are: [CH3:1][O:2][C:3]([C:5]1[CH:10]=[C:9]([NH2:11])[N:8]=[C:7]([C:12]2[CH:17]=[CH:16][C:15]([Cl:18])=[C:14]([O:19][CH3:20])[C:13]=2[F:21])[N:6]=1)=[O:4].[Br:22]N1C(=O)CCC1=O. (5) Given the product [C:25]([C:29]1[CH:37]=[CH:36][C:32]([C:16]([NH:15][CH2:14][C:13]2[CH:12]=[CH:11][C:10]([C:4]3[C:5]4[CH:9]=[CH:8][NH:7][C:6]=4[N:1]=[CH:2][N:3]=3)=[CH:24][CH:23]=2)=[O:22])=[CH:31][CH:30]=1)([CH3:28])([CH3:27])[CH3:26], predict the reactants needed to synthesize it. The reactants are: [N:1]1[C:6]2[NH:7][CH:8]=[CH:9][C:5]=2[C:4]([C:10]2[CH:24]=[CH:23][C:13]([CH2:14][NH:15][C:16](=[O:22])OC(C)(C)C)=[CH:12][CH:11]=2)=[N:3][CH:2]=1.[C:25]([C:29]1[CH:37]=[CH:36][C:32](C(O)=O)=[CH:31][CH:30]=1)([CH3:28])([CH3:27])[CH3:26].CCN(C(C)C)C(C)C.CN(C(ON1N=NC2C=CC=NC1=2)=[N+](C)C)C.F[P-](F)(F)(F)(F)F. (6) Given the product [CH3:35][O:36][C:37](=[O:43])[CH2:38][CH2:39][CH2:40][CH2:41][N:11]([S:8]([C:5]1[CH:6]=[CH:7][C:2]([Cl:1])=[CH:3][CH:4]=1)(=[O:10])=[O:9])[C:12]1[CH:32]=[CH:31][C:15]2[N:16]([C:25]3[CH:26]=[CH:27][CH:28]=[CH:29][CH:30]=3)[C:17]([C:19]3[CH:24]=[CH:23][CH:22]=[CH:21][CH:20]=3)=[N:18][C:14]=2[CH:13]=1, predict the reactants needed to synthesize it. The reactants are: [Cl:1][C:2]1[CH:7]=[CH:6][C:5]([S:8]([NH:11][C:12]2[CH:32]=[CH:31][C:15]3[N:16]([C:25]4[CH:30]=[CH:29][CH:28]=[CH:27][CH:26]=4)[C:17]([C:19]4[CH:24]=[CH:23][CH:22]=[CH:21][CH:20]=4)=[N:18][C:14]=3[CH:13]=2)(=[O:10])=[O:9])=[CH:4][CH:3]=1.[H-].[Na+].[CH3:35][O:36][C:37](=[O:43])[CH2:38][CH2:39][CH2:40][CH2:41]Br.O. (7) Given the product [F:12][C:13]1[CH:18]=[C:17]([F:19])[CH:16]=[CH:15][C:14]=1[C:20]([N:22]=[C:23]=[S:24])=[O:21].[F:12][C:13]1[CH:18]=[C:17]([F:19])[CH:16]=[CH:15][C:14]=1[C:20]([NH:22][C:23]([NH:44][C:43]1[CH:45]=[CH:46][C:40]([O:39][C:30]2[C:29]3[C:34](=[CH:35][C:36]([O:37][CH3:38])=[C:27]([O:26][CH3:25])[CH:28]=3)[N:33]=[CH:32][CH:31]=2)=[C:41]([F:47])[CH:42]=1)=[S:24])=[O:21], predict the reactants needed to synthesize it. The reactants are: FC1C=C(F)C=CC=1C(Cl)=O.[F:12][C:13]1[CH:18]=[C:17]([F:19])[CH:16]=[CH:15][C:14]=1[C:20]([N:22]=[C:23]=[S:24])=[O:21].[CH3:25][O:26][C:27]1[CH:28]=[C:29]2[C:34](=[CH:35][C:36]=1[O:37][CH3:38])[N:33]=[CH:32][CH:31]=[C:30]2[O:39][C:40]1[CH:46]=[CH:45][C:43]([NH2:44])=[CH:42][C:41]=1[F:47].C1(C)C=CC=CC=1.